From a dataset of Full USPTO retrosynthesis dataset with 1.9M reactions from patents (1976-2016). Predict the reactants needed to synthesize the given product. Given the product [CH3:30][O:29][C:10]1[CH:11]=[C:12]2[C:17](=[CH:18][C:9]=1[OH:8])[N:16]=[CH:15][CH:14]=[C:13]2[O:19][C:20]1[CH:25]=[CH:24][C:23]([N+:26]([O-:28])=[O:27])=[CH:22][N:21]=1, predict the reactants needed to synthesize it. The reactants are: C([O:8][C:9]1[CH:18]=[C:17]2[C:12]([C:13]([O:19][C:20]3[CH:25]=[CH:24][C:23]([N+:26]([O-:28])=[O:27])=[CH:22][N:21]=3)=[CH:14][CH:15]=[N:16]2)=[CH:11][C:10]=1[O:29][CH3:30])C1C=CC=CC=1.Br.